Dataset: Full USPTO retrosynthesis dataset with 1.9M reactions from patents (1976-2016). Task: Predict the reactants needed to synthesize the given product. (1) Given the product [F:8][C:5]1[CH:6]=[CH:7][C:2]([CH2:18][C:17](=[O:19])[CH:16]([CH3:20])[CH3:15])=[CH:3][C:4]=1[O:9][CH2:10][CH2:11][CH2:12][O:13][CH3:14], predict the reactants needed to synthesize it. The reactants are: Br[C:2]1[CH:7]=[CH:6][C:5]([F:8])=[C:4]([O:9][CH2:10][CH2:11][CH2:12][O:13][CH3:14])[CH:3]=1.[CH3:15][CH:16]([CH3:20])[C:17](=[O:19])[CH3:18].C(O[Na])(C)(C)C. (2) Given the product [C:1]12([CH2:7][C:8](=[O:10])[O:14][C:12](=[O:13])[CH2:11]1)[CH2:2][CH2:3][CH2:4][CH2:5][CH2:6]2, predict the reactants needed to synthesize it. The reactants are: [C:1]1([CH2:11][C:12]([OH:14])=[O:13])([CH2:7][C:8]([OH:10])=O)[CH2:6][CH2:5][CH2:4][CH2:3][CH2:2]1.C(OC(=O)C)(=O)C. (3) Given the product [ClH:37].[NH2:1][C:2]([C:4]1[CH:5]=[CH:6][C:7]([CH2:8][CH:9]2[CH2:10][CH2:11][N:12]([CH2:15][CH2:16][CH2:17][N:18]([C:31]3[CH:36]=[CH:35][C:34]([Cl:37])=[C:33]([Cl:38])[CH:32]=3)[C:19]([CH:21]3[CH2:26][CH2:25][N:24]([S:27]([CH3:30])(=[O:28])=[O:29])[CH2:23][CH2:22]3)=[O:20])[CH2:13][CH2:14]2)=[CH:39][CH:40]=1)=[O:3], predict the reactants needed to synthesize it. The reactants are: [NH2:1][C:2]([C:4]1[CH:40]=[CH:39][C:7]([CH2:8][CH:9]2[CH2:14][CH2:13][N:12]([CH2:15][CH2:16][CH2:17][N:18]([C:31]3[CH:36]=[CH:35][C:34]([Cl:37])=[C:33]([Cl:38])[CH:32]=3)[C:19]([CH:21]3[CH2:26][CH2:25][N:24]([S:27]([CH3:30])(=[O:29])=[O:28])[CH2:23][CH2:22]3)=[O:20])[CH2:11][CH2:10]2)=[CH:6][CH:5]=1)=[O:3].Cl. (4) Given the product [CH2:1]([O:8][C:9]([NH:11][C@@H:12]([CH3:23])[CH:13]([O:22][Si:30]([C:33]([CH3:36])([CH3:35])[CH3:34])([CH3:32])[CH3:31])[C:14]([CH3:21])([CH3:20])[C:15]([O:17][CH2:18][CH3:19])=[O:16])=[O:10])[C:2]1[CH:3]=[CH:4][CH:5]=[CH:6][CH:7]=1, predict the reactants needed to synthesize it. The reactants are: [CH2:1]([O:8][C:9]([NH:11][C@@H:12]([CH3:23])[CH:13]([OH:22])[C:14]([CH3:21])([CH3:20])[C:15]([O:17][CH2:18][CH3:19])=[O:16])=[O:10])[C:2]1[CH:7]=[CH:6][CH:5]=[CH:4][CH:3]=1.FC(F)(F)S(O[Si:30]([C:33]([CH3:36])([CH3:35])[CH3:34])([CH3:32])[CH3:31])(=O)=O.CC1C=CC=C(C)N=1.O. (5) The reactants are: [CH3:1][O:2][B:3](OC)OC.[Cl:8][C:9]1[CH:14]=[CH:13][C:12]([Mg]Br)=[CH:11][CH:10]=1. Given the product [Cl:8][C:9]1[CH:14]=[CH:13][C:12]([B:3]([C:12]2[CH:13]=[CH:14][C:9]([Cl:8])=[CH:10][CH:11]=2)[O:2][CH3:1])=[CH:11][CH:10]=1, predict the reactants needed to synthesize it. (6) Given the product [Cl:25][C:26]1[CH:34]=[CH:33][C:32]([Cl:35])=[CH:31][C:27]=1[C:28]([NH:30][C:9](=[O:24])[NH:10][C:11]1[S:12][C:13]2[CH:19]=[C:18]([S:20]([CH3:23])(=[O:21])=[O:22])[CH:17]=[CH:16][C:14]=2[N:15]=1)=[O:29], predict the reactants needed to synthesize it. The reactants are: FC1C=CC(O[C:9](=[O:24])[NH:10][C:11]2[S:12][C:13]3[CH:19]=[C:18]([S:20]([CH3:23])(=[O:22])=[O:21])[CH:17]=[CH:16][C:14]=3[N:15]=2)=CC=1.[Cl:25][C:26]1[CH:34]=[CH:33][C:32]([Cl:35])=[CH:31][C:27]=1[C:28]([NH2:30])=[O:29].CC(C)([O-])C.[K+].Cl. (7) Given the product [CH3:8][C:5]1[N:4]=[C:3]([C:9]([O:11][CH3:12])=[O:10])[C:2]([N:13]2[CH:17]=[CH:16][CH:15]=[N:14]2)=[CH:7][CH:6]=1, predict the reactants needed to synthesize it. The reactants are: I[C:2]1[C:3]([C:9]([O:11][CH3:12])=[O:10])=[N:4][C:5]([CH3:8])=[CH:6][CH:7]=1.[NH:13]1[CH:17]=[CH:16][CH:15]=[N:14]1.CN(C)[C@@H]1CCCC[C@H]1N.C(=O)([O-])[O-].[Cs+].[Cs+].[Si](C=[N+]=[N-])(C)(C)C.